From a dataset of Catalyst prediction with 721,799 reactions and 888 catalyst types from USPTO. Predict which catalyst facilitates the given reaction. Reactant: Br[C:2]1[CH:7]=[CH:6][C:5]([S:8]([NH:11][CH2:12][CH:13]2[CH2:17][CH2:16][CH2:15][O:14]2)(=[O:10])=[O:9])=[C:4]([C:18]([F:21])([F:20])[F:19])[CH:3]=1.[NH2:22]C12CC(CC1)CC2.C1C=CC(P([C:56]2[C:57](C3C(P(C4C=CC=CC=4)C4C=CC=CC=4)=C[CH:60]=[C:59]4[C:54]=3[CH:55]=[CH:56][CH:57]=[CH:58]4)=[C:58]3[C:59]([CH:60]=CC=C3)=[CH:54][CH:55]=2)C2C=CC=CC=2)=CC=1.C(=O)([O-])[O-].[Cs+].[Cs+]. Product: [CH:59]12[CH2:60][CH:56]([CH2:57][CH2:58]1)[CH2:55][CH:54]2[NH:22][C:2]1[CH:7]=[CH:6][C:5]([S:8]([NH:11][CH2:12][CH:13]2[CH2:17][CH2:16][CH2:15][O:14]2)(=[O:10])=[O:9])=[C:4]([C:18]([F:21])([F:20])[F:19])[CH:3]=1. The catalyst class is: 222.